From a dataset of Human Reference Interactome with 51,813 positive PPI pairs across 8,248 proteins, plus equal number of experimentally-validated negative pairs. Binary Classification. Given two protein amino acid sequences, predict whether they physically interact or not. (1) Protein 1 (ENSG00000168329) has sequence MREPLEAFKLADLDFRKSSLASGWRMASGAFTMDQFPESVTENFEYDDLAEACYIGDIVVFGTVFLSIFYSVIFAIGLVGNLLVVFALTNSKKPKSVTDIYLLNLALSDLLFVATLPFWTHYLINEKGLHNAMCKFTTAFFFIGFFGSIFFITVISIDRYLAIVLAANSMNNRTVQHGVTISLGVWAAAILVAAPQFMFTKQKENECLGDYPEVLQEIWPVLRNVETNFLGFLLPLLIMSYCYFRIIQTLFSCKNHKKAKAIKLILLVVIVFFLFWTPYNVMIFLETLKLYDFFPSCDMR.... Protein 2 (ENSG00000111361) has sequence MDDKELIEYFKSQMKEDPDMASAVAAIRTLLEFLKRDKGETIQGLRANLTSAIETLCGVDSSVAVSSGGELFLRFISLASLEYSDYSKCKKIMIERGELFLRRISLSRNKIADLCHTFIKDGATILTHAYSRVVLRVLEAAVAAKKRFSVYVTESQPDLSGKKMAKALCHLNVPVTVVLDAAVGYIMEKADLVIVGAEGVVENGGIINKIGTNQMAVCAKAQNKPFYVVAESFKFVRLFPLNQQDVPDKFKYKADTLKVAQTGQDLKEEHPWVDYTAPSLITLLFTDLGVLTPSAVSDEL.... Result: 0 (the proteins do not interact). (2) Protein 1 (ENSG00000196150) has sequence MAAARLLPVPAGPQPLSFQAKLTFEDVAVLLSQDEWDRLCPAQRGLYRNVMMETYGNVVSLGLPGSKPDIISQLERGEDPWVLDRKGAKKSQGLWSDYSDNLKYDHTTACTQQDSLSCPWECETKGESQNTDLSPKPLISEQTVILGKTPLGRIDQENNETKQSFCLSPNSVDHREVQVLSQSMPLTPHQAVPSGERPYMCVECGKCFGRSSHLLQHQRIHTGEKPYVCSVCGKAFSQSSVLSKHRRIHTGEKPYECNECGKAFRVSSDLAQHHKIHTGEKPHECLECRKAFTQLSHLIQ.... Protein 2 (ENSG00000244509) has sequence MNPQIRNPMKAMYPGTFYFQFKNLWEANDRNETWLCFTVEGIKRRSVVSWKTGVFRNQVDSETHCHAERCFLSWFCDDILSPNTKYQVTWYTSWSPCPDCAGEVAEFLARHSNVNLTIFTARLYYFQYPCYQEGLRSLSQEGVAVEIMDYEDFKYCWENFVYNDNEPFKPWKGLKTNFRLLKRRLRESLQ*MNPQIRWILRPIVMQKGASSLGSATTYCLLTQSTRSPGTHLGALAQTVQGRWPSSWPGTAT*. Result: 1 (the proteins interact). (3) Protein 1 (ENSG00000162300) has sequence MGLCKCPKRKVTNLFCFEHRVNVCEHCLVANHAKCIVQSYLQWLQDSDYNPNCRLCNIPLASRETTRLVCYDLFHWACLNERAAQLPRNTAPAGYQCPSCNGPIFPPTNLAGPVASALREKLATVNWARAGLGLPLIDEVVSPEPEPLNTSDFSDWSSFNASSTPGPEEVDSASAAPAFYSQAPRPPASPGRPEQHTVIHMGNPEPLTHAPRKVYDTRDDDRTPGLHGDCDDDKYRRRPALGWLARLLRSRAGSRKRPLTLLQRAGLLLLLGLLGFLALLALMSRLGRAAADSDPNLDPL.... Protein 2 (ENSG00000185567) has sequence MCDCFHMVLPTWPGTPGSVSGRQLQPGEPGAETEDDHSVTEGPADEGIRPRPQGSSPVYEYTTEAADFGLQEDAPGRQGSAGRRRSWWKRDSGDSRTFFRMSRPEAVQEATEVTLKTEVEAGASGYSVTGGGDQGIFVKQVLKDSSAAKLFNLREGDQLLSTTVFFENIKYEDALKILQYSEPYKVQFKIRRQLPAPQDEEWASSDAQHGPQGKEKEDTDVADGCRETPTKTLEGDGDQERLISKPRVGRGRQSQRERLSWPKFQSIKSKRGPGPQRSHSSSEAYEPRDAHDVSPTSTDT.... Result: 1 (the proteins interact). (4) Protein 1 (ENSG00000103363) has sequence MDVFLMIRRHKTTIFTDAKESSTVFELKRIVEGILKRPPDEQRLYKDDQLLDDGKTLGECGFTSQTARPQAPATVGLAFRADDTFEALCIEPFSSPPELPDVMKPQDSGSSANEQAVHLHVHSQTMAKSRNTSWSQCPGLTACSTREPQDGPTQVHPRWGL*MDVFLMIRRHKTTIFTDAKESSTVFELKRIVEGILKRPPDEQRLYKDDQLLDDGKTLGECGFTSQTARPQAPATVGLAFRADDTFEALCIEPFSSPPELPDVMKPQDSGSSANEQAVQ*MIRRHKTTIFTDAKESSTV.... Protein 2 (ENSG00000270379) has sequence MAPVHLPLSCYQMPKEEFPPSPECWRQHPSKPNSVPYCYFKKPEIYTHWHDLYDQREEREAEKMLRKMRDDCRYIKEELTKSLESPREDEQFYAAQALGCLRISDKFVMEALQQVAQTGPEKVKYEAYRTLAILGCLNKHVIRALIKQLKEKNEGQRMETLTGLRMALNSWAAVSKDKRTQVGDEGKLVPVLQTLIKKSSSEASLEAALCLGFLRPCSNMVQEFLLQCLCQGLKTQRMKALRMLVKVMHVHSAPVIKAILDQLCSSSVLEDRFEATQMLKTIGLEQIQAQGLEELTFNLL.... Result: 0 (the proteins do not interact). (5) Protein 1 (ENSG00000196235) has sequence MSDSEDSNFSEEEDSERSSDGEEAEVDEERRSAAGSEKEEEPEDEEEEEEEEEYDEEEEEEDDDRPPKKPRHGGFILDEADVDDEYEDEDQWEDGAEDILEKASNIDNVVLDEDRSGARRLQNLWRDQREEELGEYYMKKYAKSSVGETVYGGSDELSDDITQQQLLPGVKDPNLWTVKCKIGEERATAISLMRKFIAYQFTDTPLQIKSVVAPEHVKGYIYVEAYKQTHVKQAIEGVGNLRLGYWNQQMVPIKEMTDVLKVVKEVANLKPKSWVRLKRGIYKDDIAQVDYVEPSQNTIS.... Protein 2 (ENSG00000161057) has sequence MPDYLGADQRKTKEDEKDDKPIRALDEGDIALLKTYGQSTYSRQIKQVEDDIQQLLKKINELTGIKESDTGLAPPALWDLAADKQTLQSEQPLQVARCTKIINADSEDPKYIINVKQFAKFVVDLSDQVAPTDIEEGMRVGVDRNKYQIHIPLPPKIDPTVTMMQVEEKPDVTYSDVGGCKEQIEKLREVVETPLLHPERFVNLGIEPPKGVLLFGPPGTGKTLCARAVANRTDACFIRVIGSELVQKYVGEGARMVRELFEMARTKKACLIFFDEIDAIGGARFDDGAGGDNEVQRTML.... Result: 0 (the proteins do not interact). (6) Protein 1 (ENSG00000177673) has sequence MALPGYPLGNVDDSRSKDSPAGEPQGQVPLTADVLAVSSSVASTDWQDIDQASFKTATPRAISTSGDKDKSAVVPEHGQKTPRKITPLLPSQNPSPLQVSMSLQNPAWDRQVQDARTSQSLVVFPSHLLGKDKMSQMASVPEREPESAPSAPSAELQSTQHMEAQPVESDADHVTAGANGQHGPQAASTTKSAEEKAEHPKAPHPEAEALPSDESPVAMGANVVDSLGDLQTWFFPPPPAGSVSPSPGPHEVALGRRPLDSSLYTASEENSYMRSMTSLLDRGEGSISSLADILVWSETT.... Protein 2 (ENSG00000205560) has sequence MAEAHQAVAFQFTVTPDGVDFRLSREALKHVYLSGINSWKKRLIRIKNGILRGVYPGSPTSWLVVIMATVGSSFCNVDISLGLVSCIQRCLPQGCGPYQTPQTRALLSMAIFSTGVWVTGIFFFRQTLKLLLCYHGWMFEMHGKTSNLTRIWAMCIRLLSSRHPMLYSFQTSLPKLPVPRVSATIQRYLESVRPLLDDEEYYRMELLAKEFQDKTAPRLQKYLVLKSWWASNYVSDWWEEYIYLRGRSPLMVNSNYYVMDLVLIKNTDVQAARLGNIIHAMIMYRRKLDREEIKPVMALG.... Result: 1 (the proteins interact).